Dataset: Full USPTO retrosynthesis dataset with 1.9M reactions from patents (1976-2016). Task: Predict the reactants needed to synthesize the given product. (1) Given the product [OH:14][C:9]1[CH:10]=[CH:11][CH:12]=[CH:13][C:8]=1[C:6]1[N:32]([CH2:31][CH2:30][C:25]2[CH:26]=[CH:27][CH:28]=[CH:29][C:24]=2[O:23][CH3:22])[C:2](=[O:7])[C:3]2[C:4](=[CH:18][CH:19]=[CH:20][CH:21]=2)[N:5]=1, predict the reactants needed to synthesize it. The reactants are: O=[C:2]1[O:7][C:6]([C:8]2[CH:13]=[CH:12][CH:11]=[CH:10][C:9]=2[O:14]C(=O)C)=[N:5][C:4]2[CH:18]=[CH:19][CH:20]=[CH:21][C:3]1=2.[CH3:22][O:23][C:24]1[CH:29]=[CH:28][CH:27]=[CH:26][C:25]=1[CH2:30][CH2:31][NH2:32]. (2) Given the product [CH3:52][C@@:16]1([OH:51])[C@H:15]([OH:53])[C@@H:14]([CH2:13][OH:12])[O:18][C@H:17]1[N:19]1[CH:27]=[N:26][C:25]2[C:20]1=[N:21][CH:22]=[N:23][C:24]=2[NH:9][CH2:8][CH2:7][N:1]1[CH2:6][CH2:5][CH2:4][CH2:3][CH2:2]1, predict the reactants needed to synthesize it. The reactants are: [N:1]1([CH2:7][CH2:8][NH2:9])[CH2:6][CH2:5][CH2:4][CH2:3][CH2:2]1.CO[O:12][CH2:13][C@H:14]1[O:18][C@@:17](C(C2C=CC=CC=2)(C2C=CC=CC=2)C2C=CC=CC=2)([N:19]2[CH:27]=[N:26][C:25]3[C:20]2=[N:21][CH:22]=[N:23][C:24]=3S(C)(=O)=O)[C@:16]([CH3:52])([OH:51])[C@@H:15]1[OH:53]. (3) Given the product [CH:1]1([S:4]([C:7]2[CH:12]=[N:11][CH:10]=[C:9]3[N:13]([C@@H:16]([CH2:20][CH:21]4[CH2:26][CH2:25][O:24][CH2:23][CH2:22]4)[C:17]([NH:34][C:32]4[S:33][C:29]([F:28])=[CH:30][N:31]=4)=[O:18])[N:14]=[CH:15][C:8]=23)(=[O:6])=[O:5])[CH2:3][CH2:2]1, predict the reactants needed to synthesize it. The reactants are: [CH:1]1([S:4]([C:7]2[CH:12]=[N:11][CH:10]=[C:9]3[N:13]([C@@H:16]([CH2:20][CH:21]4[CH2:26][CH2:25][O:24][CH2:23][CH2:22]4)[C:17](O)=[O:18])[N:14]=[CH:15][C:8]=23)(=[O:6])=[O:5])[CH2:3][CH2:2]1.Cl.[F:28][C:29]1[S:33][C:32]([NH2:34])=[N:31][CH:30]=1.CCN=C=NCCCN(C)C. (4) Given the product [CH3:10][O:9][C:7]([C:3]1[N:2]([CH3:1])[C:6]([Br:11])=[CH:5][CH:4]=1)=[O:8], predict the reactants needed to synthesize it. The reactants are: [CH3:1][N:2]1[CH:6]=[CH:5][CH:4]=[C:3]1[C:7]([O:9][CH3:10])=[O:8].[Br:11]N1C(=O)CCC1=O. (5) Given the product [CH3:1][N:2]1[CH2:3][CH2:4][C:5](=[O:6])[CH2:10][CH2:11][C:12]1=[O:13], predict the reactants needed to synthesize it. The reactants are: [CH3:1][N:2]1[C:12](=[O:13])[CH2:11][CH2:10][C:5]2(OCC[O:6]2)[CH2:4][CH2:3]1.C([O-])([O-])=O.[K+].[K+].C(Cl)(Cl)Cl.C(Cl)(Cl)Cl.CO. (6) The reactants are: C(OI(C1C=CC=CC=1)OC(=O)C)(=O)C.[CH2:16]([O:23][C:24]1[CH:39]=[CH:38][C:27](/[CH:28]=[N:29]/[C:30]2[C:31]([NH2:37])=[N:32][CH:33]=[CH:34][C:35]=2[Cl:36])=[CH:26][CH:25]=1)[C:17]1[CH:22]=[CH:21][CH:20]=[CH:19][CH:18]=1. Given the product [CH2:16]([O:23][C:24]1[CH:25]=[CH:26][C:27]([C:28]2[NH:37][C:31]3=[N:32][CH:33]=[CH:34][C:35]([Cl:36])=[C:30]3[N:29]=2)=[CH:38][CH:39]=1)[C:17]1[CH:18]=[CH:19][CH:20]=[CH:21][CH:22]=1, predict the reactants needed to synthesize it.